The task is: Predict which catalyst facilitates the given reaction.. This data is from Catalyst prediction with 721,799 reactions and 888 catalyst types from USPTO. (1) Product: [CH3:24][C:21]([O:20][C:18]([N:12]1[CH2:17][CH2:16][N:15]([CH2:1][C:3]2[CH:4]=[C:5]([B:9]([OH:11])[OH:10])[CH:6]=[CH:7][CH:8]=2)[CH2:14][CH2:13]1)=[O:19])([CH3:22])[CH3:23]. The catalyst class is: 91. Reactant: [CH:1]([C:3]1[CH:4]=[C:5]([B:9]([OH:11])[OH:10])[CH:6]=[CH:7][CH:8]=1)=O.[N:12]1([C:18]([O:20][C:21]([CH3:24])([CH3:23])[CH3:22])=[O:19])[CH2:17][CH2:16][NH:15][CH2:14][CH2:13]1.[BH-](OC(C)=O)(OC(C)=O)OC(C)=O.[Na+]. (2) Reactant: [Br:1][C:2]1[CH:3]=[C:4]2[C:8](=[CH:9][C:10]=1[O:11][CH3:12])[C:7](=[O:13])/[C:6](=[CH:14]/[C:15]1[CH:20]=[CH:19][C:18]([S:21][C:22]([F:25])([F:24])[F:23])=[CH:17][CH:16]=1)/[CH2:5]2. Product: [Br:1][C:2]1[CH:3]=[C:4]2[C:8](=[CH:9][C:10]=1[O:11][CH3:12])[C:7](=[O:13])[CH:6]([CH2:14][C:15]1[CH:20]=[CH:19][C:18]([S:21][C:22]([F:24])([F:23])[F:25])=[CH:17][CH:16]=1)[CH2:5]2. The catalyst class is: 465. (3) Reactant: [CH2:1]([O:3][C:4](=[O:14])[CH:5]([O:9][CH2:10][C:11]([CH3:13])=[CH2:12])[CH2:6]C=C)[CH3:2]. Product: [CH2:1]([O:3][C:4]([CH:5]1[CH2:6][CH:13]=[C:11]([CH3:12])[CH2:10][O:9]1)=[O:14])[CH3:2]. The catalyst class is: 2. (4) Reactant: C1(O)C=CC=CC=1.[C:8]12([C:18]3[CH:19]=[C:20]([CH:32]([C:34]4[CH:35]=[N:36][CH:37]=[CH:38][CH:39]=4)[OH:33])[CH:21]=[CH:22][C:23]=3[O:24][Si](C(C)(C)C)(C)C)[CH2:17][CH:12]3[CH2:13][CH:14]([CH2:16][CH:10]([CH2:11]3)[CH2:9]1)[CH2:15]2.[F-].C([N+](CCCC)(CCCC)CCCC)CCC. Product: [C:8]12([C:18]3[CH:19]=[C:20]([CH:32]([OH:33])[C:34]4[CH:35]=[N:36][CH:37]=[CH:38][CH:39]=4)[CH:21]=[CH:22][C:23]=3[OH:24])[CH2:9][CH:10]3[CH2:16][CH:14]([CH2:13][CH:12]([CH2:11]3)[CH2:17]1)[CH2:15]2. The catalyst class is: 1. (5) Reactant: [CH2:1]([NH:8][C:9](=[O:23])[C:10]1[CH:15]=[CH:14][N:13]=[C:12]([N:16]2[CH2:21][CH2:20][CH2:19][CH2:18][C:17]2=[O:22])[CH:11]=1)[C:2]1[CH:7]=[CH:6][CH:5]=[CH:4][CH:3]=1.C[Si]([N-][Si](C)(C)C)(C)C.[Li+].[CH2:34](Br)[C:35]1[CH:40]=[CH:39][CH:38]=[CH:37][CH:36]=1. Product: [CH2:1]([NH:8][C:9](=[O:23])[C:10]1[CH:15]=[CH:14][N:13]=[C:12]([N:16]2[CH2:21][CH2:20][CH2:19][CH:18]([CH2:34][C:35]3[CH:40]=[CH:39][CH:38]=[CH:37][CH:36]=3)[C:17]2=[O:22])[CH:11]=1)[C:2]1[CH:3]=[CH:4][CH:5]=[CH:6][CH:7]=1. The catalyst class is: 7.